Dataset: Forward reaction prediction with 1.9M reactions from USPTO patents (1976-2016). Task: Predict the product of the given reaction. (1) Given the reactants [CH3:1][O:2][C:3](=[O:29])/[CH:4]=[CH:5]/[C:6]1[CH:7]=[C:8]2[C:25](=[CH:26][CH:27]=1)[O:24][C:11]1([CH2:16][CH2:15][CH2:14][N:13](C(OC(C)(C)C)=O)[CH2:12]1)[CH2:10][C:9]2=[O:28].CC(O)=O.[F:34][C:35]1[CH:42]=[CH:41][C:38]([CH:39]=O)=[CH:37][CH:36]=1.[BH-](OC(C)=O)(OC(C)=O)OC(C)=O.[Na+], predict the reaction product. The product is: [CH3:1][O:2][C:3](=[O:29])/[CH:4]=[CH:5]/[C:6]1[CH:7]=[C:8]2[C:25](=[CH:26][CH:27]=1)[O:24][C:11]1([CH2:16][CH2:15][CH2:14][N:13]([CH2:39][C:38]3[CH:41]=[CH:42][C:35]([F:34])=[CH:36][CH:37]=3)[CH2:12]1)[CH2:10][C:9]2=[O:28]. (2) The product is: [CH2:1]([O:5][CH2:6][CH2:7][O:8][C:9]1[CH:14]=[CH:13][C:12]([C:15]2[CH:26]=[N:25][C:24]3[N:23]4[CH2:27][CH2:28][CH2:29][C@H:22]4[CH2:21][CH2:20][C:19]([C:30]([NH:59][C:58]4[CH:60]=[CH:61][C:55]([S@:53]([CH2:52][C:51]5[N:47]([CH2:44][CH2:45][CH3:46])[CH:48]=[N:49][CH:50]=5)=[O:54])=[CH:56][CH:57]=4)=[O:32])=[CH:18][C:17]=3[CH:16]=2)=[CH:11][CH:10]=1)[CH2:2][CH2:3][CH3:4]. Given the reactants [CH2:1]([O:5][CH2:6][CH2:7][O:8][C:9]1[CH:14]=[CH:13][C:12]([C:15]2[CH:26]=[N:25][C:24]3[N:23]4[CH2:27][CH2:28][CH2:29][C@H:22]4[CH2:21][CH2:20][C:19]([C:30]([OH:32])=O)=[CH:18][C:17]=3[CH:16]=2)=[CH:11][CH:10]=1)[CH2:2][CH2:3][CH3:4].CN(C=O)C.C(Cl)(=O)C(Cl)=O.[CH2:44]([N:47]1[C:51]([CH2:52][S@@:53]([C:55]2[CH:61]=[CH:60][C:58]([NH2:59])=[CH:57][CH:56]=2)=[O:54])=[CH:50][N:49]=[CH:48]1)[CH2:45][CH3:46], predict the reaction product. (3) Given the reactants [CH2:1]=[C:2]1[CH2:7][CH2:6][CH:5]([C:8]([O:10][CH2:11][CH3:12])=[O:9])[CH2:4][CH2:3]1.[Cl:13][C:14](Cl)([Cl:18])[C:15](Cl)=[O:16], predict the reaction product. The product is: [Cl:13][C:14]1([Cl:18])[C:2]2([CH2:3][CH2:4][CH:5]([C:8]([O:10][CH2:11][CH3:12])=[O:9])[CH2:6][CH2:7]2)[CH2:1][C:15]1=[O:16]. (4) Given the reactants Cl.[C:2](=[O:5])([O-])[OH:3].[Na+].Cl[CH2:8]Cl.Cl[CH2:11][CH2:12]S(Cl)(=O)=O.N1[CH:22]=[CH:21][CH:20]=[CH:19][CH:18]=1, predict the reaction product. The product is: [C:2]([O:3][CH2:11][CH3:12])(=[O:5])[CH3:18].[CH3:18][CH2:19][CH2:20][CH:21]([CH3:22])[CH3:8]. (5) Given the reactants C([O:3][C:4]([C:6]1[C:7]([F:21])=[C:8]2[O:12][C:11]([N:13]([CH3:15])[CH3:14])=[N:10][C:9]2=[C:16]([C:19]#[N:20])[C:17]=1[CH3:18])=[CH2:5])C.O.[Br:23]N1C(=O)CCC1=O, predict the reaction product. The product is: [Br:23][CH2:3][C:4]([C:6]1[C:7]([F:21])=[C:8]2[O:12][C:11]([N:13]([CH3:15])[CH3:14])=[N:10][C:9]2=[C:16]([C:19]#[N:20])[C:17]=1[CH3:18])=[O:5]. (6) Given the reactants [C:1]1([C@@H:7]2[CH2:12][CH2:11][C@H:10]([CH2:13][NH2:14])[CH2:9][CH2:8]2)[CH:6]=[CH:5][CH:4]=[CH:3][CH:2]=1.[C:15]([C:17]1[CH:18]=[C:19]([CH:23]=[CH:24][CH:25]=1)[C:20](Cl)=[O:21])#[N:16].CCN(CC)CC, predict the reaction product. The product is: [C:15]([C:17]1[CH:18]=[C:19]([CH:23]=[CH:24][CH:25]=1)[C:20]([NH:14][CH2:13][C@H:10]1[CH2:11][CH2:12][C@@H:7]([C:1]2[CH:6]=[CH:5][CH:4]=[CH:3][CH:2]=2)[CH2:8][CH2:9]1)=[O:21])#[N:16]. (7) Given the reactants [CH3:1][C:2]1([CH3:12])[C:10]2[C:5](=[CH:6][CH:7]=[CH:8][CH:9]=2)[CH:4](O)[CH2:3]1.OS([O-])(=O)=O.[K+], predict the reaction product. The product is: [CH3:1][C:2]1([CH3:12])[C:10]2[C:5](=[CH:6][CH:7]=[CH:8][CH:9]=2)[CH:4]=[CH:3]1. (8) Given the reactants [CH2:1]([O:3][C:4]([C:6]1[N:10]2[CH2:11][CH2:12][NH:13][CH2:14][C:9]2=[N:8][CH:7]=1)=[O:5])[CH3:2].[C:15](OC(=O)C)(=[O:17])[CH3:16], predict the reaction product. The product is: [CH2:1]([O:3][C:4]([C:6]1[N:10]2[CH2:11][CH2:12][N:13]([C:15](=[O:17])[CH3:16])[CH2:14][C:9]2=[N:8][CH:7]=1)=[O:5])[CH3:2]. (9) Given the reactants [F:1][C:2]1[CH:3]=[C:4]([N:17]2[CH2:21][C@H:20]([CH2:22][NH:23][C:24](=[O:26])[CH3:25])[O:19][C:18]2=[O:27])[CH:5]=[CH:6][C:7]=1[O:8][CH2:9][C:10]1([OH:16])[CH2:15][CH2:14][NH:13][CH2:12][CH2:11]1.C(OB(O)OC(=O)C)(=O)C.[CH:38]1([N:41]2[C:50]3[C:45](=[CH:46][C:47]([F:54])=[C:48](F)[C:49]=3[O:51][CH3:52])[C:44](=[O:55])[C:43]([C:56]([OH:58])=[O:57])=[CH:42]2)[CH2:40][CH2:39]1.C(N(C(C)C)C(C)C)C, predict the reaction product. The product is: [C:24]([NH:23][CH2:22][C@@H:20]1[O:19][C:18](=[O:27])[N:17]([C:4]2[CH:5]=[CH:6][C:7]([O:8][CH2:9][C:10]3([OH:16])[CH2:15][CH2:14][N:13]([C:48]4[C:49]([O:51][CH3:52])=[C:50]5[C:45]([C:44](=[O:55])[C:43]([C:56]([OH:58])=[O:57])=[CH:42][N:41]5[CH:38]5[CH2:40][CH2:39]5)=[CH:46][C:47]=4[F:54])[CH2:12][CH2:11]3)=[C:2]([F:1])[CH:3]=2)[CH2:21]1)(=[O:26])[CH3:25].